The task is: Regression. Given a peptide amino acid sequence and an MHC pseudo amino acid sequence, predict their binding affinity value. This is MHC class I binding data.. This data is from Peptide-MHC class I binding affinity with 185,985 pairs from IEDB/IMGT. (1) The peptide sequence is YKICLSGDGW. The MHC is H-2-Kb with pseudo-sequence H-2-Kb. The binding affinity (normalized) is 0.225. (2) The peptide sequence is LPIHTAELL. The MHC is Patr-A0301 with pseudo-sequence Patr-A0301. The binding affinity (normalized) is 0.